This data is from Reaction yield outcomes from USPTO patents with 853,638 reactions. The task is: Predict the reaction yield, written as a fraction of the theoretical maximum amount of product (1.0 means a 100% yield; for example, 0.34 means a 34% yield). (1) The reactants are [CH3:1][C:2]1[O:3][C:4]([C:8]([OH:10])=O)=[C:5]([CH3:7])[N:6]=1.O1CCCC1.C(Cl)(=O)C(Cl)=O.[NH2:22][C:23]1[CH:24]=[C:25]([CH:42]=[CH:43][C:44]=1[F:45])[O:26][C:27]1[CH:28]=[CH:29][C:30]2[N:31]([CH:33]=[C:34]([NH:36][C:37]([CH:39]3[CH2:41][CH2:40]3)=[O:38])[N:35]=2)[N:32]=1. The catalyst is CN(C)C=O.CN(C)C(=O)C. The product is [CH:39]1([C:37]([NH:36][C:34]2[N:35]=[C:30]3[CH:29]=[CH:28][C:27]([O:26][C:25]4[CH:42]=[CH:43][C:44]([F:45])=[C:23]([NH:22][C:8]([C:4]5[O:3][C:2]([CH3:1])=[N:6][C:5]=5[CH3:7])=[O:10])[CH:24]=4)=[N:32][N:31]3[CH:33]=2)=[O:38])[CH2:40][CH2:41]1. The yield is 0.670. (2) The reactants are [NH:1]([C:3]1[CH:4]=[C:5]([CH:11]=[CH:12][C:13]=1[CH3:14])[C:6]([NH:8][O:9][CH3:10])=[O:7])[NH2:2].[I:15][C:16]1[CH:17]=[C:18]([CH:32]=[CH:33][CH:34]=1)[C:19]([C:21](=[CH:24]NC1C=CC=CC=1)[C:22]#[N:23])=[O:20].CCOC(C)=O. The catalyst is CCO. The product is [NH2:23][C:22]1[N:1]([C:3]2[CH:4]=[C:5]([CH:11]=[CH:12][C:13]=2[CH3:14])[C:6]([NH:8][O:9][CH3:10])=[O:7])[N:2]=[CH:24][C:21]=1[C:19](=[O:20])[C:18]1[CH:32]=[CH:33][CH:34]=[C:16]([I:15])[CH:17]=1. The yield is 0.550.